This data is from Peptide-MHC class II binding affinity with 134,281 pairs from IEDB. The task is: Regression. Given a peptide amino acid sequence and an MHC pseudo amino acid sequence, predict their binding affinity value. This is MHC class II binding data. (1) The peptide sequence is LASSCQVAFSYFPPP. The MHC is DRB1_1602 with pseudo-sequence DRB1_1602. The binding affinity (normalized) is 0.200. (2) The peptide sequence is YDKFLSNVSTVLTGK. The MHC is DRB1_0802 with pseudo-sequence DRB1_0802. The binding affinity (normalized) is 0.781. (3) The peptide sequence is VEFEPPHAATIRVLA. The MHC is DRB1_0301 with pseudo-sequence DRB1_0301. The binding affinity (normalized) is 0.319.